This data is from Full USPTO retrosynthesis dataset with 1.9M reactions from patents (1976-2016). The task is: Predict the reactants needed to synthesize the given product. (1) The reactants are: [CH3:1][N:2]([S:25]([C:28]1[CH:33]=[CH:32][CH:31]=[CH:30][N:29]=1)(=[O:27])=[O:26])[C:3]1[CH:4]=[C:5]([O:17][CH2:18][CH2:19][CH2:20][S:21]([CH3:24])(=[O:23])=[O:22])[CH:6]=[C:7]2[C:11]=1[NH:10][C:9]([C:12]([O:14]CC)=[O:13])=[CH:8]2.[OH-].[Na+].C(O)C.Cl. Given the product [CH3:1][N:2]([S:25]([C:28]1[CH:33]=[CH:32][CH:31]=[CH:30][N:29]=1)(=[O:27])=[O:26])[C:3]1[CH:4]=[C:5]([O:17][CH2:18][CH2:19][CH2:20][S:21]([CH3:24])(=[O:23])=[O:22])[CH:6]=[C:7]2[C:11]=1[NH:10][C:9]([C:12]([OH:14])=[O:13])=[CH:8]2, predict the reactants needed to synthesize it. (2) Given the product [CH:51]([C:43]1[CH:44]=[CH:45][CH:46]=[C:47]([CH:48]([CH3:50])[CH3:49])[C:42]=1[N:38]1[CH:39]=[CH:40][N:41]=[C:37]1[C:33]1[CH:32]=[C:31]([CH:36]=[CH:35][CH:34]=1)[N:7]([C:1]1[CH:6]=[CH:5][CH:4]=[CH:3][CH:2]=1)[C:8]1[CH:13]=[CH:12][CH:11]=[C:10]([C:14]2[CH:23]=[CH:22][C:21]3[C:16](=[CH:17][CH:18]=[CH:19][CH:20]=3)[N:15]=2)[CH:9]=1)([CH3:53])[CH3:52], predict the reactants needed to synthesize it. The reactants are: [C:1]1([NH:7][C:8]2[CH:13]=[CH:12][CH:11]=[C:10]([C:14]3[CH:23]=[CH:22][C:21]4[C:16](=[CH:17][CH:18]=[CH:19][CH:20]=4)[N:15]=3)[CH:9]=2)[CH:6]=[CH:5][CH:4]=[CH:3][CH:2]=1.CC(C)([O-])C.[Na+].Br[C:31]1[CH:32]=[C:33]([C:37]2[N:38]([C:42]3[C:47]([CH:48]([CH3:50])[CH3:49])=[CH:46][CH:45]=[CH:44][C:43]=3[CH:51]([CH3:53])[CH3:52])[CH:39]=[CH:40][N:41]=2)[CH:34]=[CH:35][CH:36]=1.C1(P(C2CCCCC2)C2C=CC=CC=2C2C(OC)=CC=CC=2OC)CCCCC1. (3) The reactants are: O[C:2]([C:18]1[S:19][CH:20]=[CH:21][CH:22]=1)([C:13]1[S:14][CH:15]=[CH:16][CH:17]=1)[C:3]1[S:7][C:6]([C:8]([O:10][CH2:11][CH3:12])=[O:9])=[CH:5][CH:4]=1.B(F)(F)F.O(CC)CC.C([SiH](CC)CC)C. Given the product [S:19]1[CH:20]=[CH:21][CH:22]=[C:18]1[CH:2]([C:13]1[S:14][CH:15]=[CH:16][CH:17]=1)[C:3]1[S:7][C:6]([C:8]([O:10][CH2:11][CH3:12])=[O:9])=[CH:5][CH:4]=1, predict the reactants needed to synthesize it. (4) Given the product [OH:14][C:11]1[CH:12]=[CH:13][C:8]([O:7][C:6]2[CH:15]=[CH:16][C:3]([CH2:2][NH:1][C:24](=[O:27])[CH2:25][CH3:26])=[CH:4][CH:5]=2)=[CH:9][CH:10]=1, predict the reactants needed to synthesize it. The reactants are: [NH2:1][CH2:2][C:3]1[CH:16]=[CH:15][C:6]([O:7][C:8]2[CH:13]=[CH:12][C:11]([OH:14])=[CH:10][CH:9]=2)=[CH:5][CH:4]=1.CN1CCOCC1.[C:24](Cl)(=[O:27])[CH2:25][CH3:26]. (5) Given the product [F:14][C:15]1[C:16]([C:21]2[N:2]([CH3:1])[C:3]3=[N:4][CH:5]=[C:6]([C:10]([F:11])([F:12])[F:13])[CH:7]=[C:8]3[N:9]=2)=[N:17][CH:18]=[CH:19][CH:20]=1, predict the reactants needed to synthesize it. The reactants are: [CH3:1][NH:2][C:3]1[C:8]([NH2:9])=[CH:7][C:6]([C:10]([F:13])([F:12])[F:11])=[CH:5][N:4]=1.[F:14][C:15]1[C:16]([CH:21]=O)=[N:17][CH:18]=[CH:19][CH:20]=1.S([O-])(O)=O.[Na+].CN(CC1C=C(CN(C)C)C(O)=C(CN(C)C)C=1)C.C(=O)(O)[O-].[Na+]. (6) The reactants are: [O:1]=[C:2]1[C:8]2[C:9]([C:12]([OH:14])=O)=[CH:10][O:11][C:7]=2[CH2:6][CH2:5][CH2:4][NH:3]1.C(N(CC)CC)C.ClC(OCC)=O.[NH2:28][C:29]1[C:30]([O:42][C:43]2[CH:52]=[CH:51][C:46]([C:47]([O:49][CH3:50])=[O:48])=[CH:45][CH:44]=2)=[N:31][C:32]([N:35]2[CH2:40][CH2:39][N:38]([CH3:41])[CH2:37][CH2:36]2)=[CH:33][CH:34]=1. Given the product [CH3:41][N:38]1[CH2:39][CH2:40][N:35]([C:32]2[N:31]=[C:30]([O:42][C:43]3[CH:52]=[CH:51][C:46]([C:47]([O:49][CH3:50])=[O:48])=[CH:45][CH:44]=3)[C:29]([NH:28][C:12]([C:9]3[C:8]4[C:2](=[O:1])[NH:3][CH2:4][CH2:5][CH2:6][C:7]=4[O:11][CH:10]=3)=[O:14])=[CH:34][CH:33]=2)[CH2:36][CH2:37]1, predict the reactants needed to synthesize it. (7) Given the product [O:27]=[C:17]([C:7]1[CH:8]=[N:9][CH:10]=[CH:11][CH:12]=1)[CH2:18][NH:19][C:20](=[O:26])[O:21][C:22]([CH3:24])([CH3:23])[CH3:25], predict the reactants needed to synthesize it. The reactants are: C([Mg]Br)(C)C.Br[C:7]1[CH:8]=[N:9][CH:10]=[CH:11][CH:12]=1.COCN[C:17](=[O:27])[CH2:18][NH:19][C:20](=[O:26])[O:21][C:22]([CH3:25])([CH3:24])[CH3:23]. (8) Given the product [CH2:22]([NH:24][C:25]1[S:26][CH:15]([C:16]2[CH:21]=[CH:20][CH:19]=[CH:18][CH:17]=2)[C:12]([C:9]2[CH:10]=[CH:11][C:5]3[O:4][CH2:3][C:2](=[O:1])[NH:7][C:6]=3[CH:8]=2)=[CH:13][N:27]=1)[CH3:23], predict the reactants needed to synthesize it. The reactants are: [O:1]=[C:2]1[NH:7][C:6]2[CH:8]=[C:9](/[C:12](=[CH:15]\[C:16]3[CH:21]=[CH:20][CH:19]=[CH:18][CH:17]=3)/[CH:13]=O)[CH:10]=[CH:11][C:5]=2[O:4][CH2:3]1.[CH2:22]([NH:24][C:25]([NH2:27])=[S:26])[CH3:23].Cl.C([O-])(O)=O.[Na+]. (9) Given the product [CH3:16][N:11]1[C:12]([CH3:15])=[C:13]([CH3:14])[C:9]([C:6]2[C:7]([CH3:8])=[C:19]([OH:22])[CH:20]=[CH:4][CH:5]=2)=[N:10]1, predict the reactants needed to synthesize it. The reactants are: COC1[CH:8]=[CH:7][C:6]([C:9]2[C:13]([CH3:14])=[C:12]([CH3:15])[N:11]([CH3:16])[N:10]=2)=[CH:5][C:4]=1C.Br.[C:19]([OH:22])(=O)[CH3:20]. (10) Given the product [F:1][C:2]1[CH:7]=[CH:6][C:5]([S:8]([N:11]([C:16]2[C:25]([C:26]([O:28][CH3:29])=[O:27])=[C:24]3[C:19]([C@H:20]4[CH2:30][C@H:21]4[CH2:22][O:23]3)=[CH:18][CH:17]=2)[C:12]([O:14][CH3:15])=[O:13])(=[O:9])=[O:10])=[C:4](/[CH:31]=[CH:32]\[CH2:33][N:48]2[CH2:52][CH2:51][C@H:50]([CH2:53][OH:54])[CH2:49]2)[CH:3]=1, predict the reactants needed to synthesize it. The reactants are: [F:1][C:2]1[CH:7]=[CH:6][C:5]([S:8]([N:11]([C:16]2[C:25]([C:26]([O:28][CH3:29])=[O:27])=[C:24]3[C:19]([C@H:20]4[CH2:30][C@H:21]4[CH2:22][O:23]3)=[CH:18][CH:17]=2)[C:12]([O:14][CH3:15])=[O:13])(=[O:10])=[O:9])=[C:4](/[CH:31]=[CH:32]\[CH2:33]OS(C)(=O)=O)[CH:3]=1.C(N(C(C)C)CC)(C)C.[NH:48]1[CH2:52][CH2:51][C@H:50]([CH2:53][OH:54])[CH2:49]1.O.